Dataset: Peptide-MHC class II binding affinity with 134,281 pairs from IEDB. Task: Regression. Given a peptide amino acid sequence and an MHC pseudo amino acid sequence, predict their binding affinity value. This is MHC class II binding data. (1) The peptide sequence is EVKSSKPLVGPFNFR. The MHC is DRB1_1101 with pseudo-sequence DRB1_1101. The binding affinity (normalized) is 0.224. (2) The peptide sequence is DQFEFALTAVA. The MHC is HLA-DQA10102-DQB10604 with pseudo-sequence HLA-DQA10102-DQB10604. The binding affinity (normalized) is 0.0278. (3) The peptide sequence is TMAEVRLAAMFFCAVKK. The MHC is DRB3_0101 with pseudo-sequence DRB3_0101. The binding affinity (normalized) is 0.165. (4) The binding affinity (normalized) is 0.377. The MHC is DRB1_1501 with pseudo-sequence DRB1_1501. The peptide sequence is EKDVTDITVKNCVLK. (5) The peptide sequence is ALADAVKVTLGPKGRNVVLE. The MHC is DRB1_0301 with pseudo-sequence DRB1_0301. The binding affinity (normalized) is 0. (6) The peptide sequence is AFKVAATAAVAAPAN. The MHC is DRB1_0701 with pseudo-sequence DRB1_0701. The binding affinity (normalized) is 0.812.